From a dataset of Full USPTO retrosynthesis dataset with 1.9M reactions from patents (1976-2016). Predict the reactants needed to synthesize the given product. (1) The reactants are: [Cl:1][C:2]1[CH:3]=[C:4]([C:10]2[O:14][N:13]=[C:12]([C:15]3[CH:16]=[C:17]4[C:21](=[CH:22][CH:23]=3)[N:20]([CH2:24][C:25]3([NH:33]C(=O)OC(C)(C)C)[CH2:30][O:29]C(C)(C)[O:27][CH2:26]3)[CH2:19][CH2:18]4)[N:11]=2)[CH:5]=[CH:6][C:7]=1[O:8][CH3:9].CC1(C)OCC(NC(=O)OC(C)(C)C)(CNC2C=CC(CCCCCCCC)=CC=2)CO1. Given the product [NH2:33][C:25]([CH2:24][N:20]1[C:21]2[C:17](=[CH:16][C:15]([C:12]3[N:11]=[C:10]([C:4]4[CH:5]=[CH:6][C:7]([O:8][CH3:9])=[C:2]([Cl:1])[CH:3]=4)[O:14][N:13]=3)=[CH:23][CH:22]=2)[CH2:18][CH2:19]1)([CH2:26][OH:27])[CH2:30][OH:29], predict the reactants needed to synthesize it. (2) Given the product [Br:1][C:2]1[CH:3]=[C:4]2[C:13]3([CH2:17][O:16][C:15]([N:18]([C:19]([O:21][C:22]([CH3:25])([CH3:24])[CH3:23])=[O:20])[C:19]([O:21][C:22]([CH3:25])([CH3:24])[CH3:23])=[O:20])=[N:14]3)[C:10]3([CH2:12][CH2:11]3)[CH2:9][O:8][C:5]2=[CH:6][CH:7]=1, predict the reactants needed to synthesize it. The reactants are: [Br:1][C:2]1[CH:3]=[C:4]2[C:13]3([CH2:17][O:16][C:15]([NH2:18])=[N:14]3)[C:10]3([CH2:12][CH2:11]3)[CH2:9][O:8][C:5]2=[CH:6][CH:7]=1.[C:19](O[C:19]([O:21][C:22]([CH3:25])([CH3:24])[CH3:23])=[O:20])([O:21][C:22]([CH3:25])([CH3:24])[CH3:23])=[O:20].